This data is from Full USPTO retrosynthesis dataset with 1.9M reactions from patents (1976-2016). The task is: Predict the reactants needed to synthesize the given product. (1) The reactants are: Cl.[Cl:2][C:3]1[CH:8]=[CH:7][C:6]([CH2:9][CH2:10][NH2:11])=[CH:5][C:4]=1[CH2:12][CH3:13].[OH-].[Na+].[CH2:16]([C:20]1[CH:27]=[CH:26][C:23]([CH:24]=O)=[CH:22][CH:21]=1)[CH:17]([CH3:19])[CH3:18].[BH4-].[Na+].Cl. Given the product [ClH:2].[CH2:16]([C:20]1[CH:21]=[CH:22][C:23]([CH2:24][NH:11][CH2:10][CH2:9][C:6]2[CH:7]=[CH:8][C:3]([Cl:2])=[C:4]([CH2:12][CH3:13])[CH:5]=2)=[CH:26][CH:27]=1)[CH:17]([CH3:19])[CH3:18], predict the reactants needed to synthesize it. (2) Given the product [C:35]([O:39][C:40]([N:26]1[CH2:27][C:28]([CH3:31])([CH3:30])[CH2:29][N:23]([C:13]2[CH:14]=[C:15]3[C:10](=[CH:11][CH:12]=2)[N:9]=[C:8]([C:5]2[CH:6]=[CH:7][C:2]([F:1])=[C:3]([O:33][CH3:34])[CH:4]=2)[N:17]([CH2:18][C:19]([OH:21])=[O:20])[C:16]3=[O:22])[CH2:24][CH:25]1[CH3:32])=[O:41])([CH3:38])([CH3:37])[CH3:36], predict the reactants needed to synthesize it. The reactants are: [F:1][C:2]1[CH:7]=[CH:6][C:5]([C:8]2[N:17]([CH2:18][C:19]([OH:21])=[O:20])[C:16](=[O:22])[C:15]3[C:10](=[CH:11][CH:12]=[C:13]([N:23]4[CH2:29][C:28]([CH3:31])([CH3:30])[CH2:27][NH:26][CH:25]([CH3:32])[CH2:24]4)[CH:14]=3)[N:9]=2)=[CH:4][C:3]=1[O:33][CH3:34].[C:35]([O:39][C:40](O[C:40]([O:39][C:35]([CH3:38])([CH3:37])[CH3:36])=[O:41])=[O:41])([CH3:38])([CH3:37])[CH3:36].C(N(CC)CC)C. (3) Given the product [Cl:1][C:2]1[CH:7]=[CH:6][C:5](/[CH:8]=[CH:9]/[C:10]([N:12]2[CH2:17][CH2:16][CH:15]([C:18]3[O:19][C:36]([CH2:35][CH:32]4[CH2:33][CH2:34][O:29][CH2:30][CH2:31]4)=[N:21][N:20]=3)[CH2:14][CH2:13]2)=[O:11])=[C:4]([CH2:22][N:23]2[N:27]=[N:26][C:25]([CH3:28])=[N:24]2)[CH:3]=1, predict the reactants needed to synthesize it. The reactants are: [Cl:1][C:2]1[CH:7]=[CH:6][C:5](/[CH:8]=[CH:9]/[C:10]([N:12]2[CH2:17][CH2:16][CH:15]([C:18]([NH:20][NH2:21])=[O:19])[CH2:14][CH2:13]2)=[O:11])=[C:4]([CH2:22][N:23]2[N:27]=[N:26][C:25]([CH3:28])=[N:24]2)[CH:3]=1.[O:29]1[CH2:34][CH2:33][CH:32]([CH2:35][C:36](O)=O)[CH2:31][CH2:30]1. (4) Given the product [C:21]1(=[O:22])[NH:17][C:18](=[O:27])[C:19]2=[CH:26][CH:25]=[CH:24][CH:23]=[C:20]12, predict the reactants needed to synthesize it. The reactants are: C(OC(OCC)CCCN)C.C([N:17]1[C:21](=[O:22])[C:20]2=[CH:23][CH:24]=[CH:25][CH:26]=[C:19]2[C:18]1=[O:27])(OCC)=O. (5) Given the product [O:35]1[CH2:36][CH2:37][N:32]([CH2:31][CH2:30][O:7][C:8]2[CH:13]=[CH:12][C:11]([N:14]3[C:18]([C:19]([O:21][CH2:22][CH3:23])=[O:20])=[CH:17][C:16]([Si:24]([CH3:26])([CH3:25])[CH3:27])=[N:15]3)=[CH:10][CH:9]=2)[CH2:33][CH2:34]1, predict the reactants needed to synthesize it. The reactants are: C([O-])([O-])=O.[K+].[K+].[OH:7][C:8]1[CH:13]=[CH:12][C:11]([N:14]2[C:18]([C:19]([O:21][CH2:22][CH3:23])=[O:20])=[CH:17][C:16]([Si:24]([CH3:27])([CH3:26])[CH3:25])=[N:15]2)=[CH:10][CH:9]=1.Cl.Cl[CH2:30][CH2:31][N:32]1[CH2:37][CH2:36][O:35][CH2:34][CH2:33]1. (6) Given the product [CH3:21][O:20][C:14]1[CH:13]=[C:12]([NH:11][C:4]2[C:5]3[N:10]=[CH:9][S:8][C:6]=3[N:7]=[C:2]([C:39]3[CH:40]=[C:35](/[C:23](/[F:22])=[CH:24]/[C:25]4[CH:26]=[CH:27][C:28]([C:29]([O:31][CH3:32])=[O:30])=[CH:33][CH:34]=4)[CH:36]=[CH:37][CH:38]=3)[N:3]=2)[CH:17]=[CH:16][C:15]=1[O:18][CH3:19], predict the reactants needed to synthesize it. The reactants are: Cl[C:2]1[N:3]=[C:4]([NH:11][C:12]2[CH:17]=[CH:16][C:15]([O:18][CH3:19])=[C:14]([O:20][CH3:21])[CH:13]=2)[C:5]2[N:10]=[CH:9][S:8][C:6]=2[N:7]=1.[F:22]/[C:23](/[C:35]1[CH:40]=[CH:39][CH:38]=[C:37](B2OC(C)(C)C(C)(C)O2)[CH:36]=1)=[CH:24]\[C:25]1[CH:34]=[CH:33][C:28]([C:29]([O:31][CH3:32])=[O:30])=[CH:27][CH:26]=1.C([O-])([O-])=O.[Na+].[Na+].O. (7) Given the product [Cl:25][C:26]1[CH:31]=[CH:30][C:29]([NH:32][CH3:33])=[C:28]([S:34]([CH2:37][C:3]([C:5]2[N:6]=[C:7]([CH2:17][C:18]3[CH:19]=[CH:20][C:21]([F:24])=[CH:22][CH:23]=3)[C:8]3[C:13]([C:14]=2[OH:15])=[CH:12][CH:11]=[CH:10][CH:9]=3)=[O:4])(=[O:35])=[O:36])[CH:27]=1, predict the reactants needed to synthesize it. The reactants are: CO[C:3]([C:5]1[N:6]=[C:7]([CH2:17][C:18]2[CH:23]=[CH:22][C:21]([F:24])=[CH:20][CH:19]=2)[C:8]2[C:13]([C:14]=1[O:15]C)=[CH:12][CH:11]=[CH:10][CH:9]=2)=[O:4].[Cl:25][C:26]1[CH:31]=[CH:30][C:29]([NH:32][CH3:33])=[C:28]([S:34]([CH3:37])(=[O:36])=[O:35])[CH:27]=1.